Dataset: Reaction yield outcomes from USPTO patents with 853,638 reactions. Task: Predict the reaction yield, written as a fraction of the theoretical maximum amount of product (1.0 means a 100% yield; for example, 0.34 means a 34% yield). (1) The reactants are C([O:3][P:4]([CH2:9][CH2:10][N:11]([S:37]([CH3:40])(=[O:39])=[O:38])[CH2:12][C:13]([CH3:36])=[CH:14][CH2:15][C:16]1[C:17]([O:29]CC[Si](C)(C)C)=[C:18]2[C:22](=[C:23]([CH3:27])[C:24]=1[O:25][CH3:26])[CH2:21][O:20][C:19]2=[O:28])(=[O:8])[O:5]CC)C.C[Si](Br)(C)C.N1C(C)=CC=CC=1C.Cl. The catalyst is C(#N)C.CCOC(C)=O. The product is [OH:29][C:17]1[C:16]([CH2:15][CH:14]=[C:13]([CH3:36])[CH2:12][N:11]([S:37]([CH3:40])(=[O:38])=[O:39])[CH2:10][CH2:9][P:4](=[O:3])([OH:8])[OH:5])=[C:24]([O:25][CH3:26])[C:23]([CH3:27])=[C:22]2[C:18]=1[C:19](=[O:28])[O:20][CH2:21]2. The yield is 0.730. (2) The reactants are [Cl:1][C:2]1[N:10](CC=C)[C:9]2[C:8](=[O:14])[NH:7][C:6](=[O:15])[N:5]([CH2:16][CH2:17][CH2:18][CH2:19][CH3:20])[C:4]=2[N:3]=1.C(=O)([O-])[O-].[Cs+].[Cs+].Br[CH2:28][CH2:29][CH2:30][CH2:31][C:32]#[N:33].N1CCOCC1. The catalyst is CN(C=O)C.C1C=CC([P]([Pd]([P](C2C=CC=CC=2)(C2C=CC=CC=2)C2C=CC=CC=2)([P](C2C=CC=CC=2)(C2C=CC=CC=2)C2C=CC=CC=2)[P](C2C=CC=CC=2)(C2C=CC=CC=2)C2C=CC=CC=2)(C2C=CC=CC=2)C2C=CC=CC=2)=CC=1. The product is [Cl:1][C:2]1[NH:10][C:9]2[C:8](=[O:14])[N:7]([CH2:28][CH2:29][CH2:30][CH2:31][C:32]#[N:33])[C:6](=[O:15])[N:5]([CH2:16][CH2:17][CH2:18][CH2:19][CH3:20])[C:4]=2[N:3]=1. The yield is 0.880.